From a dataset of Full USPTO retrosynthesis dataset with 1.9M reactions from patents (1976-2016). Predict the reactants needed to synthesize the given product. (1) Given the product [OH:21][CH2:20][C:18]1[N:19]=[C:14]([CH:11]2[CH2:10][CH2:9][N:8]([C:6]([O:5][C:1]([CH3:4])([CH3:3])[CH3:2])=[O:7])[CH2:13][CH2:12]2)[CH:15]=[CH:16][CH:17]=1, predict the reactants needed to synthesize it. The reactants are: [C:1]([O:5][C:6]([N:8]1[CH2:13][CH2:12][CH:11]([C:14]2[N:19]=[C:18]([C:20](OC)=[O:21])[CH:17]=[CH:16][CH:15]=2)[CH2:10][CH2:9]1)=[O:7])([CH3:4])([CH3:3])[CH3:2].[H-].[H-].[H-].[H-].[Li+].[Al+3]. (2) Given the product [CH2:20]([O:17][C:16]([C:15]1[C:9]2[O:8][B:7]([OH:19])[C@@H:6]([NH:5][C:1](=[O:4])[CH2:2][CH3:3])[CH2:11][C:10]=2[CH:12]=[CH:13][CH:14]=1)=[O:18])[CH2:21][CH3:22], predict the reactants needed to synthesize it. The reactants are: [C:1]([NH:5][CH:6]1[CH2:11][C:10]2[CH:12]=[CH:13][CH:14]=[C:15]([C:16]([OH:18])=[O:17])[C:9]=2[O:8][B:7]1[OH:19])(=[O:4])[CH2:2][CH3:3].[CH2:20](O)[CH2:21][CH3:22]. (3) The reactants are: [C:1]([O:5][C:6]([N:8]1[CH2:13][CH2:12][O:11][C@H:10]([C:14]2[CH:19]=[CH:18][C:17]([NH2:20])=[C:16]([F:21])[CH:15]=2)[CH2:9]1)=[O:7])([CH3:4])([CH3:3])[CH3:2].CN1CCOCC1.CN(C(ON1N=NC2C=CC=CC1=2)=[N+](C)C)C.[B-](F)(F)(F)F.[F:51][C:52]1[CH:60]=[C:59]2[C:55]([C:56]([C:61](O)=[O:62])=[N:57][NH:58]2)=[CH:54][CH:53]=1. Given the product [C:1]([O:5][C:6]([N:8]1[CH2:13][CH2:12][O:11][C@H:10]([C:14]2[CH:19]=[CH:18][C:17]([NH:20][C:61]([C:56]3[C:55]4[C:59](=[CH:60][C:52]([F:51])=[CH:53][CH:54]=4)[NH:58][N:57]=3)=[O:62])=[C:16]([F:21])[CH:15]=2)[CH2:9]1)=[O:7])([CH3:4])([CH3:2])[CH3:3], predict the reactants needed to synthesize it. (4) Given the product [F:1][C:2]1[CH:3]=[CH:4][C:5]([SH:11])=[C:6]([CH2:7][OH:8])[CH:10]=1, predict the reactants needed to synthesize it. The reactants are: [F:1][C:2]1[CH:3]=[CH:4][C:5]([SH:11])=[C:6]([CH:10]=1)[C:7](O)=[O:8].SC1C=C(CO)C=CC=1. (5) Given the product [CH3:20][N:12]1[C:13]2=[N:14][CH:15]=[N:16][C:17]([NH2:19])=[C:18]2[C:10]([C:6]2[CH:5]=[C:4]3[C:9](=[CH:8][CH:7]=2)[N:1]([C:28](=[O:29])[CH2:27][C:23]2[N:22]([CH3:21])[CH:26]=[CH:25][CH:24]=2)[CH2:2][CH2:3]3)=[N:11]1, predict the reactants needed to synthesize it. The reactants are: [NH:1]1[C:9]2[C:4](=[CH:5][C:6]([C:10]3[C:18]4[C:13](=[N:14][CH:15]=[N:16][C:17]=4[NH2:19])[N:12]([CH3:20])[N:11]=3)=[CH:7][CH:8]=2)[CH2:3][CH2:2]1.[CH3:21][N:22]1[CH:26]=[CH:25][CH:24]=[C:23]1[CH2:27][C:28](O)=[O:29].CN(C(ON1N=NC2C=CC=NC1=2)=[N+](C)C)C.F[P-](F)(F)(F)(F)F.CCN(C(C)C)C(C)C. (6) Given the product [OH:50][CH2:51][CH2:52][CH2:53][CH2:54][N:55]1[CH:59]=[C:58]([C:60]2[N:65]=[C:64]([C:66](=[O:69])[NH:67][CH3:68])[C:63]([NH:70][C:71]3[C:76]([C:77]([F:80])([F:78])[F:79])=[CH:75][N:74]=[C:73]([NH:81][C:82]4[CH:96]=[CH:95][C:85]([CH2:86][P:87](=[O:91])([OH:94])[O:88][CH2:89][CH3:90])=[CH:84][C:83]=4[O:97][CH3:98])[N:72]=3)=[CH:62][CH:61]=2)[CH:57]=[N:56]1, predict the reactants needed to synthesize it. The reactants are: C(N(CC)C(C1C=C(C2C=NN(CCCO)C=2)C=CC=1NC1C(C(F)(F)F)=CN=C(NC2C=CC(CP(=O)(O)OCC)=CC=2OC)N=1)=O)C.[OH:50][CH2:51][CH2:52][CH2:53][CH2:54][N:55]1[CH:59]=[C:58]([C:60]2[N:65]=[C:64]([C:66](=[O:69])[NH:67][CH3:68])[C:63]([NH:70][C:71]3[C:76]([C:77]([F:80])([F:79])[F:78])=[CH:75][N:74]=[C:73]([NH:81][C:82]4[CH:96]=[CH:95][C:85]([CH2:86][P:87](=[O:94])([O:91]CC)[O:88][CH2:89][CH3:90])=[CH:84][C:83]=4[O:97][CH3:98])[N:72]=3)=[CH:62][CH:61]=2)[CH:57]=[N:56]1. (7) Given the product [CH3:20][S:21]([C:24]1[CH:25]=[CH:26][C:27]([O:28][C:29]2[C:43]([CH:44]3[CH2:48][CH2:47][CH2:46][N:45]3[C:15]([NH2:14])=[O:16])=[CH:42][C:32]3[NH:33][C:34]([C:36]4[CH:41]=[CH:40][CH:39]=[CH:38][N:37]=4)=[N:35][C:31]=3[CH:30]=2)=[CH:49][CH:50]=1)(=[O:22])=[O:23], predict the reactants needed to synthesize it. The reactants are: CN(C1C=CC=CN=1)C.C[Si]([N:14]=[C:15]=[O:16])(C)C.C(Cl)Cl.[CH3:20][S:21]([C:24]1[CH:50]=[CH:49][C:27]([O:28][C:29]2[C:43]([CH:44]3[CH2:48][CH2:47][CH2:46][NH:45]3)=[CH:42][C:32]3[NH:33][C:34]([C:36]4[CH:41]=[CH:40][CH:39]=[CH:38][N:37]=4)=[N:35][C:31]=3[CH:30]=2)=[CH:26][CH:25]=1)(=[O:23])=[O:22].